This data is from Forward reaction prediction with 1.9M reactions from USPTO patents (1976-2016). The task is: Predict the product of the given reaction. (1) Given the reactants [Cl:1][C:2]1[CH:3]=[C:4]([N:32]([C@H:35]2[CH2:40][CH2:39][C@H:38]([N:41]([CH3:43])[CH3:42])[CH2:37][CH2:36]2)[CH2:33][CH3:34])[C:5]([CH3:31])=[C:6]([CH:30]=1)[C:7]([NH:9][CH2:10][C:11]1[C:12]([O:28][CH3:29])=[N:13][C:14]([CH3:27])=[CH:15][C:16]=1[O:17]CC1C=CC(OC)=CC=1)=[O:8].C(O)(C(F)(F)F)=O, predict the reaction product. The product is: [Cl:1][C:2]1[CH:3]=[C:4]([N:32]([C@H:35]2[CH2:40][CH2:39][C@H:38]([N:41]([CH3:43])[CH3:42])[CH2:37][CH2:36]2)[CH2:33][CH3:34])[C:5]([CH3:31])=[C:6]([CH:30]=1)[C:7]([NH:9][CH2:10][C:11]1[C:16](=[O:17])[CH:15]=[C:14]([CH3:27])[NH:13][C:12]=1[O:28][CH3:29])=[O:8]. (2) Given the reactants [CH2:1]1[C:11]2=[C:12]3[C:7](=[CH:8][CH:9]=[CH:10]2)[CH2:6][CH2:5][C:4](=[O:13])[N:3]3[CH2:2]1.[Al+3].[Cl-].[Cl-].[Cl-].[C:18](Cl)(=[O:20])[CH3:19], predict the reaction product. The product is: [C:18]([C:9]1[CH:8]=[C:7]2[C:12]3=[C:11]([CH2:1][CH2:2][N:3]3[C:4](=[O:13])[CH2:5][CH2:6]2)[CH:10]=1)(=[O:20])[CH3:19]. (3) Given the reactants CO[C:3]([C:5]1[S:6][C:7]([CH:15]=[O:16])=[CH:8][C:9]=1[N:10]=[CH:11][N:12]([CH3:14])C)=[O:4].[CH3:17][N:18]1[CH2:24][CH2:23][CH2:22][N:21]([C:25]2[CH:30]=[CH:29]C(N)=[CH:27][CH:26]=2)[CH2:20][CH2:19]1, predict the reaction product. The product is: [CH3:17][N:18]1[CH2:24][CH2:23][CH2:22][N:21]([C:25]2[CH:30]=[CH:29][C:14]([N:12]3[C:3](=[O:4])[C:5]4[S:6][C:7]([CH:15]=[O:16])=[CH:8][C:9]=4[N:10]=[CH:11]3)=[CH:27][CH:26]=2)[CH2:20][CH2:19]1. (4) Given the reactants [N:1]#[C:2]Br.O.[NH2:5][C:6]1[CH:7]=[C:8]([CH:14]=[CH:15][C:16]=1[NH:17][C@H:18]1[CH2:23][CH2:22][C@H:21]([OH:24])[CH2:20][CH2:19]1)[C:9]([O:11][CH2:12][CH3:13])=[O:10], predict the reaction product. The product is: [NH2:1][C:2]1[N:17]([C@H:18]2[CH2:23][CH2:22][C@H:21]([OH:24])[CH2:20][CH2:19]2)[C:16]2[CH:15]=[CH:14][C:8]([C:9]([O:11][CH2:12][CH3:13])=[O:10])=[CH:7][C:6]=2[N:5]=1. (5) Given the reactants [Cl:1][C:2]1[CH:3]=[C:4]([NH:9][C:10]2[N:15]=[C:14]([NH:16][CH2:17][CH2:18][CH2:19][O:20][CH3:21])[C:13]([C:22](=[S:24])[NH2:23])=[CH:12][N:11]=2)[CH:5]=[CH:6][C:7]=1[F:8].Cl[CH:26]([C:32]([C:34]1[CH:38]=[CH:37][N:36]([CH3:39])[N:35]=1)=O)[C:27]([O:29][CH2:30][CH3:31])=[O:28], predict the reaction product. The product is: [Cl:1][C:2]1[CH:3]=[C:4]([NH:9][C:10]2[N:15]=[C:14]([NH:16][CH2:17][CH2:18][CH2:19][O:20][CH3:21])[C:13]([C:22]3[S:24][C:26]([C:27]([O:29][CH2:30][CH3:31])=[O:28])=[C:32]([C:34]4[CH:38]=[CH:37][N:36]([CH3:39])[N:35]=4)[N:23]=3)=[CH:12][N:11]=2)[CH:5]=[CH:6][C:7]=1[F:8]. (6) Given the reactants [NH2:1][C:2]([C@:4]1([CH3:23])[CH2:8][CH2:7][C@H:6]([C:9]2[CH:14]=[CH:13][C:12]([OH:15])=[CH:11][CH:10]=2)[N:5]1[C:16]([O:18][C:19]([CH3:22])([CH3:21])[CH3:20])=[O:17])=[O:3].[F:24][C:25]1[CH:32]=[CH:31][CH:30]=[CH:29][C:26]=1[CH2:27]Br, predict the reaction product. The product is: [NH2:1][C:2]([C@@:4]1([CH3:23])[CH2:8][CH2:7][C@@H:6]([C:9]2[CH:14]=[CH:13][C:12]([O:15][CH2:27][C:26]3[CH:29]=[CH:30][CH:31]=[CH:32][C:25]=3[F:24])=[CH:11][CH:10]=2)[N:5]1[C:16]([O:18][C:19]([CH3:22])([CH3:21])[CH3:20])=[O:17])=[O:3]. (7) Given the reactants CN(C(ON1N=NC2C=CC=NC1=2)=[N+](C)C)C.F[P-](F)(F)(F)(F)F.[C:25]([O:29][C:30]([N:32]1[CH2:38][CH2:37][CH2:36][O:35][C@H:34]([C:39]([OH:41])=O)[CH2:33]1)=[O:31])([CH3:28])([CH3:27])[CH3:26].FC(F)(F)C(O)=O.[N:49]1([C:58](=[O:67])/[CH:59]=[CH:60]/[C@@H:61]([NH2:66])[CH2:62][CH:63]([CH3:65])[CH3:64])[C:57]2[C:52](=[CH:53][CH:54]=[CH:55][CH:56]=2)[CH2:51][CH2:50]1.CCN(C(C)C)C(C)C, predict the reaction product. The product is: [N:49]1([C:58](=[O:67])/[CH:59]=[CH:60]/[C@@H:61]([NH:66][C:39]([C@@H:34]2[CH2:33][N:32]([C:30]([O:29][C:25]([CH3:26])([CH3:27])[CH3:28])=[O:31])[CH2:38][CH2:37][CH2:36][O:35]2)=[O:41])[CH2:62][CH:63]([CH3:65])[CH3:64])[C:57]2[C:52](=[CH:53][CH:54]=[CH:55][CH:56]=2)[CH2:51][CH2:50]1.